From a dataset of Forward reaction prediction with 1.9M reactions from USPTO patents (1976-2016). Predict the product of the given reaction. (1) Given the reactants [O:1]([CH2:8][C@@H:9]1[CH2:11][O:10]1)[C:2]1[CH:7]=[CH:6][CH:5]=[CH:4][CH:3]=1.[NH2:12][C@@H:13]([CH2:16][C:17]1[CH:22]=[CH:21][C:20]([N+:23]([O-:25])=[O:24])=[CH:19][CH:18]=1)[CH2:14][OH:15], predict the reaction product. The product is: [N+:23]([C:20]1[CH:19]=[CH:18][C:17]([CH2:16][C@H:13]([NH:12][CH2:11][C@H:9]([OH:10])[CH2:8][O:1][C:2]2[CH:7]=[CH:6][CH:5]=[CH:4][CH:3]=2)[CH2:14][OH:15])=[CH:22][CH:21]=1)([O-:25])=[O:24]. (2) Given the reactants [C:1]([O:5][C:6](=[O:26])[NH:7][CH2:8][CH2:9][NH:10][CH2:11][CH:12]1[CH2:17][CH2:16][N:15]([C:18]2[CH:23]=[CH:22][C:21](=[O:24])[N:20]([CH3:25])[N:19]=2)[CH2:14][CH2:13]1)([CH3:4])([CH3:3])[CH3:2].C(N(CC)CC)C.Br[CH2:35][C:36]([Cl:38])=O.[OH2:39].ClCCl, predict the reaction product. The product is: [C:1]([O:5][C:6](=[O:26])[NH:7][CH2:8][CH2:9][N:10]([C:35](=[O:39])[CH2:36][Cl:38])[CH2:11][CH:12]1[CH2:13][CH2:14][N:15]([C:18]2[CH:23]=[CH:22][C:21](=[O:24])[N:20]([CH3:25])[N:19]=2)[CH2:16][CH2:17]1)([CH3:4])([CH3:3])[CH3:2]. (3) Given the reactants [CH2:1]([N:3]1[C:8]2[N:9]=[C:10](S(C)=O)[N:11]=[CH:12][C:7]=2[CH:6]=[C:5]([CH3:16])[C:4]1=[O:17])[CH3:2].[CH3:18][N:19]1[CH2:24][CH2:23][N:22]([C:25]2[CH:31]=[CH:30][C:28]([NH2:29])=[CH:27][CH:26]=2)[CH2:21][CH2:20]1, predict the reaction product. The product is: [CH2:1]([N:3]1[C:8]2[N:9]=[C:10]([NH:29][C:28]3[CH:27]=[CH:26][C:25]([N:22]4[CH2:21][CH2:20][N:19]([CH3:18])[CH2:24][CH2:23]4)=[CH:31][CH:30]=3)[N:11]=[CH:12][C:7]=2[CH:6]=[C:5]([CH3:16])[C:4]1=[O:17])[CH3:2]. (4) Given the reactants CO[C:3]1[CH2:8][CH2:7][CH2:6][C:5](=[O:9])[CH:4]=1.[CH2:10]([Mg]Br)[CH3:11].O.C1(C)C=CC(S(O)(=O)=O)=CC=1, predict the reaction product. The product is: [CH2:10]1[C:3]2([CH2:8][CH2:7][CH2:6][C:5](=[O:9])[CH2:4]2)[CH2:11]1. (5) Given the reactants [CH:1]([C:4]1[CH:9]=[CH:8][C:7]([NH:10][C:11]([CH:13]2[C:22]3[C:17](=[CH:18][CH:19]=[CH:20][CH:21]=3)[CH2:16][CH2:15][CH2:14]2)=[O:12])=[CH:6][CH:5]=1)([CH3:3])[CH3:2].[O:23]1[CH2:28][CH2:27][N:26]([C:29](=[O:32])[CH2:30]Cl)[CH2:25][CH2:24]1, predict the reaction product. The product is: [CH:1]([C:4]1[CH:9]=[CH:8][C:7]([N:10]([CH2:30][C:29]([N:26]2[CH2:27][CH2:28][O:23][CH2:24][CH2:25]2)=[O:32])[C:11]([CH:13]2[C:22]3[C:17](=[CH:18][CH:19]=[CH:20][CH:21]=3)[CH2:16][CH2:15][CH2:14]2)=[O:12])=[CH:6][CH:5]=1)([CH3:3])[CH3:2].